Dataset: Forward reaction prediction with 1.9M reactions from USPTO patents (1976-2016). Task: Predict the product of the given reaction. (1) Given the reactants [C:1]([O:5][C:6](=[O:18])[NH:7][C:8]1[CH:9]=[N:10][N:11]([C:13]([CH3:17])([CH3:16])[CH2:14][OH:15])[CH:12]=1)([CH3:4])([CH3:3])[CH3:2].C(N(CC)CC)C.[CH3:26][S:27](Cl)(=[O:29])=[O:28], predict the reaction product. The product is: [CH3:26][S:27]([O:15][CH2:14][C:13]([N:11]1[CH:12]=[C:8]([NH:7][C:6]([O:5][C:1]([CH3:4])([CH3:2])[CH3:3])=[O:18])[CH:9]=[N:10]1)([CH3:17])[CH3:16])(=[O:29])=[O:28]. (2) Given the reactants C(O[N:19]1[C:24](=O)[CH2:23][CH2:22][C:20]1=O)(OCC1C2C(=CC=CC=2)C2C1=CC=CC=2)=O.Cl.N[C@@H:28](CC=CC)[C:29]([OH:31])=[O:30].C([O-])(O)=O.[Na+].Cl, predict the reaction product. The product is: [CH2:24]([NH:19][CH2:28][C:29]([OH:31])=[O:30])[CH:23]=[CH:22][CH3:20]. (3) Given the reactants [C:1]([O-:4])(=[O:3])[CH3:2].[Na+].Cl.C(N([CH2:12][CH3:13])CC)C.[CH2:14]1[CH2:18][O:17][CH2:16][CH2:15]1, predict the reaction product. The product is: [OH:17][C@@H:16]1[C:12]2[C:13](=[CH:18][CH:14]=[CH:15][CH:16]=2)[CH:18]=[CH:14][C@H:15]1[O:3][C:1](=[O:4])[CH3:2]. (4) Given the reactants [Si:1]([O:8][C@@H:9]([C:25]1[CH:30]=[CH:29][CH:28]=[CH:27][C:26]=1[C:31]1[CH:36]=[CH:35][C:34]([Cl:37])=[CH:33][CH:32]=1)[CH:10]1[CH2:15][CH2:14][N:13]([C:16]2[CH:24]=[CH:23][C:19]([C:20](O)=[O:21])=[CH:18][CH:17]=2)[CH2:12][CH2:11]1)([C:4]([CH3:7])([CH3:6])[CH3:5])([CH3:3])[CH3:2].[P:38]([O:50][CH2:51][CH2:52][N:53]1[CH2:58][CH2:57][N:56]([CH2:59][CH2:60][C@@H:61]([NH:70][C:71]2[CH:76]=[CH:75][C:74]([S:77](=[O:80])(=[O:79])[NH2:78])=[CH:73][C:72]=2[S:81]([C:84]([F:87])([F:86])[F:85])(=[O:83])=[O:82])[CH2:62][S:63][C:64]2[CH:69]=[CH:68][CH:67]=[CH:66][CH:65]=2)[CH2:55][CH2:54]1)([O:45][C:46]([CH3:49])([CH3:48])[CH3:47])([O:40][C:41]([CH3:44])([CH3:43])[CH3:42])=[O:39].C(Cl)CCl, predict the reaction product. The product is: [P:38]([O:50][CH2:51][CH2:52][N:53]1[CH2:58][CH2:57][N:56]([CH2:59][CH2:60][C@@H:61]([NH:70][C:71]2[CH:76]=[CH:75][C:74]([S:77](=[O:79])(=[O:80])[NH:78][C:20](=[O:21])[C:19]3[CH:18]=[CH:17][C:16]([N:13]4[CH2:12][CH2:11][CH:10]([C@@H:9]([O:8][Si:1]([C:4]([CH3:6])([CH3:5])[CH3:7])([CH3:2])[CH3:3])[C:25]5[CH:30]=[CH:29][CH:28]=[CH:27][C:26]=5[C:31]5[CH:32]=[CH:33][C:34]([Cl:37])=[CH:35][CH:36]=5)[CH2:15][CH2:14]4)=[CH:24][CH:23]=3)=[CH:73][C:72]=2[S:81]([C:84]([F:87])([F:86])[F:85])(=[O:83])=[O:82])[CH2:62][S:63][C:64]2[CH:69]=[CH:68][CH:67]=[CH:66][CH:65]=2)[CH2:55][CH2:54]1)([O:45][C:46]([CH3:47])([CH3:48])[CH3:49])([O:40][C:41]([CH3:43])([CH3:42])[CH3:44])=[O:39]. (5) Given the reactants O1CCCC1.[OH-].[Na+].[NH2:8][C:9]1[C:14]([C:15]2[O:19][N:18]=[C:17]([CH2:20][C:21]3[CH:26]=[CH:25][C:24]([OH:27])=[CH:23][CH:22]=3)[CH:16]=2)=[CH:13][CH:12]=[CH:11][N:10]=1.[Cl:28][C:29]1[CH:34]=[CH:33][CH:32]=[C:31]([CH2:35]Cl)[N:30]=1, predict the reaction product. The product is: [Cl:28][C:29]1[N:30]=[C:31]([CH2:35][O:27][C:24]2[CH:25]=[CH:26][C:21]([CH2:20][C:17]3[CH:16]=[C:15]([C:14]4[C:9]([NH2:8])=[N:10][CH:11]=[CH:12][CH:13]=4)[O:19][N:18]=3)=[CH:22][CH:23]=2)[CH:32]=[CH:33][CH:34]=1. (6) The product is: [CH2:58]([N:59]([CH3:60])[C:12]([CH2:11][C:1]1[CH:2]=[CH:3][C:4]([CH2:7][C:8]([OH:10])=[O:9])=[CH:5][CH:6]=1)=[O:14])[C:33]1[CH:34]=[CH:35][CH:36]=[CH:37][CH:38]=1. Given the reactants [C:1]1([CH2:11][C:12]([OH:14])=O)[CH:6]=[CH:5][C:4]([CH2:7][C:8]([OH:10])=[O:9])=[CH:3][CH:2]=1.C1CN([P+](ON2N=N[C:34]3[CH:35]=[CH:36][CH:37]=[CH:38][C:33]2=3)(N2CCCC2)N2CCCC2)CC1.F[P-](F)(F)(F)(F)F.C(CN)C1C=CC=CC=1.C[CH2:58][N:59](C(C)C)[CH:60](C)C, predict the reaction product.